This data is from Forward reaction prediction with 1.9M reactions from USPTO patents (1976-2016). The task is: Predict the product of the given reaction. (1) Given the reactants [CH3:1][O:2][C:3]1[CH:14]=[CH:13][C:6]([CH2:7][C@H:8]([C:10]([OH:12])=[O:11])N)=[CH:5][CH:4]=1.S(=O)(=O)(O)O.N([O-])=O.[Na+].C(=O)([O-])[OH:25].[Na+].O1CCO[CH2:31][CH2:30]1, predict the reaction product. The product is: [OH:25][C@H:8]([CH2:7][C:6]1[CH:13]=[CH:14][C:3]([O:2][CH3:1])=[CH:4][CH:5]=1)[C:10]([O:12][CH2:30][CH3:31])=[O:11]. (2) Given the reactants F[C:2]1[CH:11]=[C:10]2[C:5]([C:6](O)=[CH:7][CH:8]=[N:9]2)=[N:4][CH:3]=1.P(Br)(Br)[Br:14].CCO[C:20](C)=[O:21], predict the reaction product. The product is: [Br:14][C:6]1[CH:7]=[CH:8][N:9]=[C:10]2[C:5]=1[N:4]=[C:3]([O:21][CH3:20])[CH:2]=[CH:11]2. (3) Given the reactants [C:1]1([C:7]2[N:12]=[CH:11][C:10]([C:13]3[N:14]=[C:15]([CH:18]4[CH2:23][CH2:22][N:21](C(OC(C)(C)C)=O)[CH2:20][CH2:19]4)[NH:16][CH:17]=3)=[CH:9][N:8]=2)[CH:6]=[CH:5][CH:4]=[CH:3][CH:2]=1.FC(F)(F)C(O)=O, predict the reaction product. The product is: [C:1]1([C:7]2[N:12]=[CH:11][C:10]([C:13]3[NH:14][C:15]([CH:18]4[CH2:23][CH2:22][NH:21][CH2:20][CH2:19]4)=[N:16][CH:17]=3)=[CH:9][N:8]=2)[CH:2]=[CH:3][CH:4]=[CH:5][CH:6]=1. (4) Given the reactants Cl.Cl.[CH3:3][N:4]1[CH:8]2[CH2:9][CH2:10][C:5]1([CH:11]([C:13]1[CH:18]=[CH:17][CH:16]=[CH:15][CH:14]=1)[NH2:12])[CH2:6][CH2:7]2.[CH3:19][C:20]1[CH:28]=[CH:27][CH:26]=[C:25]([CH3:29])[C:21]=1[C:22](O)=[O:23].C1C=CC2N(O)N=NC=2C=1.CN(C(ON1N=NC2C=CC=CC1=2)=[N+](C)C)C.[B-](F)(F)(F)F.CCN(C(C)C)C(C)C, predict the reaction product. The product is: [CH3:19][C:20]1[CH:28]=[CH:27][CH:26]=[C:25]([CH3:29])[C:21]=1[C:22]([NH:12][CH:11]([C:5]12[N:4]([CH3:3])[CH:8]([CH2:9][CH2:10]1)[CH2:7][CH2:6]2)[C:13]1[CH:18]=[CH:17][CH:16]=[CH:15][CH:14]=1)=[O:23]. (5) Given the reactants [NH2:1][C:2]1[N:3]=[C:4](S(C)(=O)=O)[C:5]2[N:10]=[C:9]([CH2:11][CH2:12][C:13]3[CH:18]=[CH:17][C:16]([F:19])=[CH:15][CH:14]=3)[S:8][C:6]=2[N:7]=1.C(N(C(C)C)CC)(C)C.Cl.[C:34]([CH:42]1[CH2:47][CH2:46][NH:45][CH2:44][CH2:43]1)(=[O:41])[C:35]1[CH:40]=[CH:39][CH:38]=[CH:37][CH:36]=1, predict the reaction product. The product is: [NH2:1][C:2]1[N:3]=[C:4]([N:45]2[CH2:46][CH2:47][CH:42]([C:34](=[O:41])[C:35]3[CH:36]=[CH:37][CH:38]=[CH:39][CH:40]=3)[CH2:43][CH2:44]2)[C:5]2[N:10]=[C:9]([CH2:11][CH2:12][C:13]3[CH:18]=[CH:17][C:16]([F:19])=[CH:15][CH:14]=3)[S:8][C:6]=2[N:7]=1. (6) Given the reactants Br[C:2]1[CH:7]=[C:6]([O:8][CH3:9])[C:5](Br)=[CH:4][C:3]=1[O:11][CH3:12].[CH3:13][Si:14]([C:17]#[CH:18])([CH3:16])[CH3:15], predict the reaction product. The product is: [CH3:13][Si:14]([C:17]#[C:18][C:2]1[CH:7]=[C:6]([O:8][CH3:9])[C:5]([C:18]#[C:17][Si:14]([CH3:16])([CH3:15])[CH3:13])=[CH:4][C:3]=1[O:11][CH3:12])([CH3:16])[CH3:15]. (7) Given the reactants [C:1]([O:5][C:6]([C:8]1[CH:13]=[CH:12][CH:11]=[C:10](Br)[N:9]=1)=[O:7])([CH3:4])([CH3:3])[CH3:2].[CH2:15](OB(C=C)OCCCC)[CH2:16]CC.CC(C)([O-])C.[K+], predict the reaction product. The product is: [C:1]([O:5][C:6]([C:8]1[CH:13]=[CH:12][CH:11]=[C:10]([CH:15]=[CH2:16])[N:9]=1)=[O:7])([CH3:4])([CH3:3])[CH3:2].